Dataset: Peptide-MHC class I binding affinity with 185,985 pairs from IEDB/IMGT. Task: Regression. Given a peptide amino acid sequence and an MHC pseudo amino acid sequence, predict their binding affinity value. This is MHC class I binding data. (1) The peptide sequence is IVSAVNMTSR. The MHC is HLA-A68:01 with pseudo-sequence HLA-A68:01. The binding affinity (normalized) is 0.577. (2) The peptide sequence is PFWITAIYVF. The binding affinity (normalized) is 0.391. The MHC is HLA-A26:01 with pseudo-sequence HLA-A26:01. (3) The peptide sequence is KLQPSDTLL. The MHC is HLA-B15:17 with pseudo-sequence HLA-B15:17. The binding affinity (normalized) is 0.0847. (4) The peptide sequence is FPVTMFFAW. The MHC is Mamu-B17 with pseudo-sequence Mamu-B17. The binding affinity (normalized) is 0.721. (5) The peptide sequence is YARRYFYPL. The MHC is HLA-C14:02 with pseudo-sequence HLA-C14:02. The binding affinity (normalized) is 0.395. (6) The peptide sequence is EITGPIIMI. The MHC is HLA-B40:01 with pseudo-sequence HLA-B40:01. The binding affinity (normalized) is 0.149. (7) The peptide sequence is QWFLDLPLPW. The MHC is HLA-A23:01 with pseudo-sequence HLA-A23:01. The binding affinity (normalized) is 0.772.